This data is from Full USPTO retrosynthesis dataset with 1.9M reactions from patents (1976-2016). The task is: Predict the reactants needed to synthesize the given product. Given the product [Cl:1][C:2]1[CH:7]=[CH:6][N:5]=[C:4]2[N:8]([S:27]([C:30]3[CH:35]=[CH:34][C:33]([CH3:36])=[CH:32][CH:31]=3)(=[O:29])=[O:28])[C:9]([C:11]3[C:19]4[C:14](=[CH:15][C:16]([O:22][CH3:23])=[C:17]([O:20][CH3:21])[CH:18]=4)[N:13]([CH2:24][CH2:25][N:47]4[CH2:48][CH2:49][N:44]([CH3:43])[CH2:45][CH2:46]4)[CH:12]=3)=[CH:10][C:3]=12, predict the reactants needed to synthesize it. The reactants are: [Cl:1][C:2]1[CH:7]=[CH:6][N:5]=[C:4]2[N:8]([S:27]([C:30]3[CH:35]=[CH:34][C:33]([CH3:36])=[CH:32][CH:31]=3)(=[O:29])=[O:28])[C:9]([C:11]3[C:19]4[C:14](=[CH:15][C:16]([O:22][CH3:23])=[C:17]([O:20][CH3:21])[CH:18]=4)[N:13]([CH2:24][CH2:25]I)[CH:12]=3)=[CH:10][C:3]=12.C(=O)([O-])[O-].[K+].[K+].[CH3:43][N:44]1[CH2:49][CH2:48][NH:47][CH2:46][CH2:45]1.ClCCl.CO.